This data is from Reaction yield outcomes from USPTO patents with 853,638 reactions. The task is: Predict the reaction yield, written as a fraction of the theoretical maximum amount of product (1.0 means a 100% yield; for example, 0.34 means a 34% yield). (1) The reactants are [H][H].[C:3]([OH:10])(=[O:9])/[CH:4]=[CH:5]/[C:6]([OH:8])=[O:7].[C:11]([C:14]([CH3:49])([CH3:48])[CH2:15][NH:16][C:17](=[O:47])[C@H:18]([CH:44]([CH3:46])[CH3:45])[CH2:19][C@H:20]([OH:43])[C@@H:21]([NH2:42])[CH2:22][N:23]1[CH2:28][C:27](=[O:29])[N:26]([C:30]2[CH:35]=[CH:34][CH:33]=[CH:32][C:31]=2[O:36][CH2:37][O:38][CH3:39])[CH2:25][C:24]1([CH3:41])[CH3:40])(=[O:13])[NH2:12]. The catalyst is CO. The product is [C:3]([OH:10])(=[O:9])/[CH:4]=[CH:5]/[C:6]([OH:8])=[O:7].[C:11]([C:14]([CH3:48])([CH3:49])[CH2:15][NH:16][C:17](=[O:47])[C@H:18]([CH:44]([CH3:45])[CH3:46])[CH2:19][C@H:20]([OH:43])[C@@H:21]([NH2:42])[CH2:22][N:23]1[CH2:28][C:27](=[O:29])[N:26]([C:30]2[CH:35]=[CH:34][CH:33]=[CH:32][C:31]=2[O:36][CH2:37][O:38][CH3:39])[CH2:25][C:24]1([CH3:40])[CH3:41])(=[O:13])[NH2:12].[NH2:42][C@@H:21]([CH2:22][N:23]1[CH2:28][C:27](=[O:29])[N:26]([C:30]2[CH:35]=[CH:34][CH:33]=[CH:32][C:31]=2[O:36][CH2:37][O:38][CH3:39])[CH2:25][C:24]1([CH3:41])[CH3:40])[C@@H:20]([OH:43])[CH2:19][C@@H:18]([CH:44]([CH3:46])[CH3:45])[C:17]([NH:16][CH2:15][C:14]([CH3:48])([C:11](=[O:13])[NH2:12])[CH3:49])=[O:47]. The yield is 0.660. (2) The yield is 0.760. The product is [Br:1][C:2]1[CH:3]=[C:4]2[C:9](=[CH:10][CH:11]=1)[CH:8]=[C:7]([O:12][Si:22]([C:19]([CH3:21])([CH3:20])[CH3:18])([CH3:24])[CH3:23])[CH:6]=[CH:5]2. The reactants are [Br:1][C:2]1[CH:3]=[C:4]2[C:9](=[CH:10][CH:11]=1)[CH:8]=[C:7]([OH:12])[CH:6]=[CH:5]2.N1C=CN=C1.[CH3:18][C:19]([Si:22](Cl)([CH3:24])[CH3:23])([CH3:21])[CH3:20]. The catalyst is CN(C=O)C. (3) No catalyst specified. The product is [N:5]1[C:9]2[CH:10]=[CH:11][C:12]([C:14]([O:16][CH3:17])=[O:15])=[CH:13][C:8]=2[NH:7][CH:6]=1. The reactants are S(Cl)(Cl)=O.[N:5]1[C:9]2[CH:10]=[CH:11][C:12]([C:14]([OH:16])=[O:15])=[CH:13][C:8]=2[NH:7][CH:6]=1.[CH3:17]O. The yield is 0.970. (4) The reactants are [Br:1][C:2]1[CH:3]=[C:4]2[C:10]([C:11]([O:13]C)=[O:12])=[N:9][NH:8][C:5]2=[N:6][CH:7]=1.Cl. The catalyst is [OH-].[Na+]. The product is [Br:1][C:2]1[CH:3]=[C:4]2[C:10]([C:11]([OH:13])=[O:12])=[N:9][NH:8][C:5]2=[N:6][CH:7]=1. The yield is 0.920.